Task: Predict the product of the given reaction.. Dataset: Forward reaction prediction with 1.9M reactions from USPTO patents (1976-2016) (1) Given the reactants II.[Br:3][C:4]1[CH:9]=[CH:8][CH:7]=[C:6]([C:10]([C:12]2[CH:17]=[CH:16][CH:15]=[C:14]([O:18][CH3:19])[CH:13]=2)=[CH2:11])[CH:5]=1.N.[NH2:21][C:22]([NH2:24])=[O:23], predict the reaction product. The product is: [Br:3][C:4]1[CH:5]=[C:6]([C:10]2([C:12]3[CH:17]=[CH:16][CH:15]=[C:14]([O:18][CH3:19])[CH:13]=3)[CH2:11][O:23][C:22]([NH2:24])=[N:21]2)[CH:7]=[CH:8][CH:9]=1. (2) Given the reactants [Cl:1][C:2]1[CH:7]=[CH:6][C:5]([C:8]2[N:12]([CH:13]([CH:16]3[CH2:21][CH2:20][CH2:19][CH2:18][CH2:17]3)[CH2:14][OH:15])[C:11]3[CH:22]=[C:23]([F:27])[C:24]([F:26])=[CH:25][C:10]=3[N:9]=2)=[CH:4][CH:3]=1.[CH2:28]([O:30][C:31](=[O:45])[C:32]([O:35][C:36]1[CH:41]=[CH:40][C:39](O)=[C:38]([CH3:43])[C:37]=1[CH3:44])([CH3:34])[CH3:33])[CH3:29].C(P(CCCC)CCCC)CCC.CN(C)C(N=NC(N(C)C)=O)=O, predict the reaction product. The product is: [CH2:28]([O:30][C:31](=[O:45])[C:32]([O:35][C:36]1[CH:41]=[CH:40][C:39]([O:15][CH2:14][CH:13]([N:12]2[C:11]3[CH:22]=[C:23]([F:27])[C:24]([F:26])=[CH:25][C:10]=3[N:9]=[C:8]2[C:5]2[CH:6]=[CH:7][C:2]([Cl:1])=[CH:3][CH:4]=2)[CH:16]2[CH2:17][CH2:18][CH2:19][CH2:20][CH2:21]2)=[C:38]([CH3:43])[C:37]=1[CH3:44])([CH3:33])[CH3:34])[CH3:29]. (3) Given the reactants [CH3:1][O:2][C:3]1[CH:12]=[C:11]2[C:6]([CH:7]=[CH:8][C:9](=[O:16])[N:10]2[CH2:13][CH:14]=O)=[N:5][CH:4]=1.[NH:17]1[CH2:22][CH2:21][O:20][C@@H:19]([CH2:23][NH:24][C:25](=[O:31])[O:26][C:27]([CH3:30])([CH3:29])[CH3:28])[CH2:18]1.[O-]S([O-])(=O)=O.[Na+].[Na+].[BH-](OC(C)=O)(OC(C)=O)OC(C)=O.[Na+], predict the reaction product. The product is: [CH3:1][O:2][C:3]1[CH:12]=[C:11]2[C:6]([CH:7]=[CH:8][C:9](=[O:16])[N:10]2[CH2:13][CH2:14][N:17]2[CH2:22][CH2:21][O:20][C@@H:19]([CH2:23][NH:24][C:25](=[O:31])[O:26][C:27]([CH3:29])([CH3:28])[CH3:30])[CH2:18]2)=[N:5][CH:4]=1.